From a dataset of Peptide-MHC class II binding affinity with 134,281 pairs from IEDB. Regression. Given a peptide amino acid sequence and an MHC pseudo amino acid sequence, predict their binding affinity value. This is MHC class II binding data. The peptide sequence is RPLWIIFSGNMNIKL. The MHC is DRB3_0202 with pseudo-sequence DRB3_0202. The binding affinity (normalized) is 0.414.